This data is from Peptide-MHC class I binding affinity with 185,985 pairs from IEDB/IMGT. The task is: Regression. Given a peptide amino acid sequence and an MHC pseudo amino acid sequence, predict their binding affinity value. This is MHC class I binding data. (1) The peptide sequence is FLKEKGGL. The MHC is HLA-B40:01 with pseudo-sequence HLA-B40:01. The binding affinity (normalized) is 0. (2) The peptide sequence is SVITQACPK. The MHC is HLA-A29:02 with pseudo-sequence HLA-A29:02. The binding affinity (normalized) is 0. (3) The peptide sequence is WPRHRRLSI. The MHC is HLA-A02:06 with pseudo-sequence HLA-A02:06. The binding affinity (normalized) is 0.0847. (4) The peptide sequence is ALAAIENYV. The MHC is HLA-A02:01 with pseudo-sequence HLA-A02:01. The binding affinity (normalized) is 0.909. (5) The peptide sequence is LMQWWSDYV. The MHC is HLA-A11:01 with pseudo-sequence HLA-A11:01. The binding affinity (normalized) is 0.0847. (6) The peptide sequence is RQTGGFFR. The MHC is Mamu-B08 with pseudo-sequence Mamu-B08. The binding affinity (normalized) is 0.127. (7) The peptide sequence is LMTLMKGASR. The MHC is HLA-A31:01 with pseudo-sequence HLA-A31:01. The binding affinity (normalized) is 0.604. (8) The peptide sequence is SAIALGVAT. The MHC is HLA-A02:01 with pseudo-sequence HLA-A02:01. The binding affinity (normalized) is 0. (9) The peptide sequence is TTIFFRADK. The MHC is HLA-A26:01 with pseudo-sequence HLA-A26:01. The binding affinity (normalized) is 0.0847.